Dataset: Forward reaction prediction with 1.9M reactions from USPTO patents (1976-2016). Task: Predict the product of the given reaction. (1) Given the reactants [C:1]([CH2:3][C:4](=S)[NH2:5])#[N:2].BrCC.[O-]CC.[Na+].[NH2:14][C:15]1[CH:23]=[CH:22][CH:21]=[C:20]([Cl:24])[C:16]=1[C:17]([OH:19])=O, predict the reaction product. The product is: [Cl:24][C:20]1[CH:21]=[CH:22][CH:23]=[C:15]2[C:16]=1[C:17](=[O:19])[N:5]=[C:4]([CH2:3][C:1]#[N:2])[NH:14]2. (2) Given the reactants Br[CH2:2][C:3]1[N:13]([CH2:14][C:15]([CH3:18])([CH3:17])[CH3:16])[C:6]2[N:7]=[C:8]([C:11]#[N:12])[N:9]=[CH:10][C:5]=2[CH:4]=1.[C:19]([O:23][C:24]([N:26]1[CH2:37][CH2:36][C:29]2([C:33](=[O:34])[NH:32][C:31](=[O:35])[CH2:30]2)[CH2:28][CH2:27]1)=[O:25])([CH3:22])([CH3:21])[CH3:20].C(=O)([O-])[O-].[K+].[K+], predict the reaction product. The product is: [C:19]([O:23][C:24]([N:26]1[CH2:27][CH2:28][C:29]2([C:33](=[O:34])[N:32]([CH2:2][C:3]3[N:13]([CH2:14][C:15]([CH3:18])([CH3:17])[CH3:16])[C:6]4[N:7]=[C:8]([C:11]#[N:12])[N:9]=[CH:10][C:5]=4[CH:4]=3)[C:31](=[O:35])[CH2:30]2)[CH2:36][CH2:37]1)=[O:25])([CH3:22])([CH3:20])[CH3:21]. (3) The product is: [CH3:6][O:7][C:8](=[O:16])[C:9]1[CH:14]=[C:13]([S:2]([Cl:1])(=[O:5])=[O:3])[CH:12]=[CH:11][C:10]=1[CH3:15]. Given the reactants [Cl:1][S:2]([OH:5])(=O)=[O:3].[CH3:6][O:7][C:8](=[O:16])[C:9]1[CH:14]=[CH:13][CH:12]=[CH:11][C:10]=1[CH3:15], predict the reaction product. (4) Given the reactants [NH:1]1[CH2:6][CH2:5][CH:4]([CH2:7][N:8]2[C:17]3[C:12](=[CH:13][C:14]([C:18]4[CH:19]=[N:20][N:21]([CH:23]5[CH2:28][CH2:27][CH2:26][CH2:25][O:24]5)[CH:22]=4)=[CH:15][CH:16]=3)[CH2:11][CH2:10][CH2:9]2)[CH2:3][CH2:2]1.C(N(CC)CC)C.[C:36](Cl)(=[O:45])[CH2:37][CH2:38][C:39]1[CH:44]=[CH:43][CH:42]=[CH:41][CH:40]=1.C(OCC)(=O)C.CCCCCC, predict the reaction product. The product is: [C:39]1([CH2:38][CH2:37][C:36]([N:1]2[CH2:6][CH2:5][CH:4]([CH2:7][N:8]3[C:17]4[C:12](=[CH:13][C:14]([C:18]5[CH:19]=[N:20][N:21]([CH:23]6[CH2:28][CH2:27][CH2:26][CH2:25][O:24]6)[CH:22]=5)=[CH:15][CH:16]=4)[CH2:11][CH2:10][CH2:9]3)[CH2:3][CH2:2]2)=[O:45])[CH:44]=[CH:43][CH:42]=[CH:41][CH:40]=1. (5) Given the reactants [CH2:1]([OH:12])[CH:2]1[O:7][CH:6]([OH:8])[CH:5]([OH:9])[CH:4]([OH:10])[CH:3]1[OH:11].C(O)C(O)C(O)C(O)C=O.[NH3:23], predict the reaction product. The product is: [C:6]([O-:8])(=[O:7])[CH:5]([CH3:4])[OH:9].[NH4+:23].[CH2:1]([OH:12])[CH:2]1[O:7][CH:6]([OH:8])[CH:5]([OH:9])[CH:4]([OH:10])[CH:3]1[OH:11]. (6) Given the reactants [CH2:1]([O:8][N:9]1[C:14]2[N:15]=[CH:16][N:17]=[C:18]([CH3:19])[C:13]=2[C:12]([NH:20][CH2:21][C:22]2[CH:27]=[CH:26][C:25]([N+:28]([O-])=O)=[CH:24][CH:23]=2)=[CH:11][C:10]1=[O:31])[C:2]1[CH:7]=[CH:6][CH:5]=[CH:4][CH:3]=1.[Cl-].[NH4+].C(Cl)(Cl)Cl.C(=O)(O)[O-].[Na+], predict the reaction product. The product is: [NH2:28][C:25]1[CH:24]=[CH:23][C:22]([CH2:21][NH:20][C:12]2[C:13]3[C:18]([CH3:19])=[N:17][CH:16]=[N:15][C:14]=3[N:9]([O:8][CH2:1][C:2]3[CH:3]=[CH:4][CH:5]=[CH:6][CH:7]=3)[C:10](=[O:31])[CH:11]=2)=[CH:27][CH:26]=1. (7) Given the reactants C(O[C:6]([N:8]1[CH2:12][C:11](=[N:13][O:14][CH3:15])[CH2:10][C@H:9]1[C:16]([OH:18])=O)=[O:7])(C)(C)C.[C:19]1([C:28]2[CH:33]=[CH:32][CH:31]=[CH:30][CH:29]=2)[CH:24]=[CH:23][C:22](C(Cl)=O)=[CH:21][CH:20]=1.[N:34]1[C:43]2[C:38](=[CH:39][C:40]([NH2:44])=[CH:41][CH:42]=2)[CH:37]=[CH:36][CH:35]=1, predict the reaction product. The product is: [C:28]1([C:19]2[CH:20]=[CH:21][CH:22]=[CH:23][CH:24]=2)[CH:29]=[CH:30][C:31]([C:6]([N:8]2[CH2:12][C:11](=[N:13][O:14][CH3:15])[CH2:10][C@H:9]2[C:16]([NH:44][C:40]2[CH:39]=[C:38]3[C:43](=[CH:42][CH:41]=2)[N:34]=[CH:35][CH:36]=[CH:37]3)=[O:18])=[O:7])=[CH:32][CH:33]=1.